Dataset: Forward reaction prediction with 1.9M reactions from USPTO patents (1976-2016). Task: Predict the product of the given reaction. (1) Given the reactants [CH3:1][C:2]1([CH3:17])[CH2:8][CH2:7][C:6](=[O:9])[NH:5][C:4]2[CH:10]=[CH:11][C:12]([N+:14]([O-:16])=[O:15])=[CH:13][C:3]1=2.C(=O)([O-])[O-].[Cs+].[Cs+].I[CH2:25][CH3:26], predict the reaction product. The product is: [CH2:25]([N:5]1[C:6](=[O:9])[CH2:7][CH2:8][C:2]([CH3:17])([CH3:1])[C:3]2[CH:13]=[C:12]([N+:14]([O-:16])=[O:15])[CH:11]=[CH:10][C:4]1=2)[CH3:26]. (2) Given the reactants [OH:1][C:2]1[CH:3]=[C:4]2[C:9](=[CH:10][CH:11]=1)[NH:8][C:7](=[O:12])[CH2:6][CH2:5]2.C(=O)([O-])[O-].[Cs+].[Cs+].[CH:19]1(Br)[CH2:24][CH2:23][CH2:22][CH2:21][CH2:20]1.O, predict the reaction product. The product is: [CH:19]1([O:1][C:2]2[CH:3]=[C:4]3[C:9](=[CH:10][CH:11]=2)[NH:8][C:7](=[O:12])[CH2:6][CH2:5]3)[CH2:24][CH2:23][CH2:22][CH2:21][CH2:20]1. (3) Given the reactants [N:1]1([C:7](Cl)=[O:8])[CH2:6][CH2:5][O:4][CH2:3][CH2:2]1.N1C=CC=CC=1.Cl.[CH2:17]([O:24][N:25]1[C:31](=[O:32])[N:30]2[CH2:33][C@H:26]1[CH2:27][CH2:28][C@H:29]2[C:34]([NH:36][NH2:37])=[O:35])[C:18]1[CH:23]=[CH:22][CH:21]=[CH:20][CH:19]=1, predict the reaction product. The product is: [CH2:17]([O:24][N:25]1[C:31](=[O:32])[N:30]2[CH2:33][C@H:26]1[CH2:27][CH2:28][C@H:29]2[C:34]([N:36]([C:7]([N:1]1[CH2:6][CH2:5][O:4][CH2:3][CH2:2]1)=[O:8])[NH2:37])=[O:35])[C:18]1[CH:23]=[CH:22][CH:21]=[CH:20][CH:19]=1. (4) Given the reactants [CH3:1][C:2]1([CH3:15])[C:11]2[C:6](=[CH:7][C:8]([N+:12]([O-:14])=[O:13])=[CH:9][CH:10]=2)[CH2:5][NH:4][CH2:3]1.[CH3:16][C:17]([O:20][C:21](O[C:21]([O:20][C:17]([CH3:19])([CH3:18])[CH3:16])=[O:22])=[O:22])([CH3:19])[CH3:18], predict the reaction product. The product is: [C:21]([N:4]1[CH2:3][C:2]([CH3:15])([CH3:1])[C:11]2[C:6](=[CH:7][C:8]([N+:12]([O-:14])=[O:13])=[CH:9][CH:10]=2)[CH2:5]1)([O:20][C:17]([CH3:19])([CH3:18])[CH3:16])=[O:22]. (5) Given the reactants Br[C:2]1[CH:3]=[C:4]2[C:9](=[CH:10][CH:11]=1)[C:8](=[O:12])[NH:7][N:6]=[C:5]2[Cl:13].Cl.[O:15]1[CH2:21][CH2:20][CH2:19][O:18][C:17]2[C:22](NC)=[CH:23][CH:24]=[CH:25][C:16]1=2.C1C=CC(P(C2C(C3C(P(C4C=CC=CC=4)C4C=CC=CC=4)=CC=C4C=3C=CC=C4)=C3C(C=CC=C3)=CC=2)C2C=CC=CC=2)=CC=1.CC([O-])(C)C.[Na+].C[C:81]([N:83](C)C)=O, predict the reaction product. The product is: [Cl:13][C:5]1[C:4]2[C:9](=[CH:10][CH:11]=[C:2]([NH:83][CH2:81][C:22]3[C:17]4[O:18][CH2:19][CH2:20][CH2:21][O:15][C:16]=4[CH:25]=[CH:24][CH:23]=3)[CH:3]=2)[C:8](=[O:12])[NH:7][N:6]=1. (6) Given the reactants [C:1]12[CH2:8][CH:7]([C:9]([OH:11])=O)[C:6]1=[CH:5][CH:4]=[CH:3][CH:2]=2.[CH3:12][NH:13][C@H:14]1[CH2:33][N:18]2[C:19]3[C:24]([C:25]([CH2:26][C:27]([O:29]CCC)=[O:28])=[C:17]2[CH2:16][CH2:15]1)=[CH:23][CH:22]=[CH:21][CH:20]=3, predict the reaction product. The product is: [C:1]12[CH2:8][CH:7]([C:9]([N:13]([CH3:12])[C@H:14]3[CH2:33][N:18]4[C:19]5[C:24]([C:25]([CH2:26][C:27]([OH:29])=[O:28])=[C:17]4[CH2:16][CH2:15]3)=[CH:23][CH:22]=[CH:21][CH:20]=5)=[O:11])[C:6]1=[CH:5][CH:4]=[CH:3][CH:2]=2. (7) Given the reactants Br[CH2:2][C:3]1[S:12][C:11]2[C:10]3[CH:13]=[CH:14][CH:15]=[CH:16][C:9]=3[S:8][C:7]3[CH:17]=[CH:18][CH:19]=[CH:20][C:6]=3[C:5]=2[CH:4]=1.[C-:21]#[N:22].[Na+], predict the reaction product. The product is: [S:12]1[C:11]2[C:10]3[CH:13]=[CH:14][CH:15]=[CH:16][C:9]=3[S:8][C:7]3[CH:17]=[CH:18][CH:19]=[CH:20][C:6]=3[C:5]=2[CH:4]=[C:3]1[CH2:2][C:21]#[N:22].